From a dataset of Forward reaction prediction with 1.9M reactions from USPTO patents (1976-2016). Predict the product of the given reaction. (1) Given the reactants [Cl:1][C:2]1[CH:7]=[CH:6][C:5]([C:8]2[CH:9]=[C:10]([NH2:20])[CH:11]=[N:12][C:13]=2[O:14][CH2:15][C:16]([F:19])([F:18])[F:17])=[CH:4][CH:3]=1.[CH3:21][C:22]1[C:26]([C:27](O)=[O:28])=[C:25]([CH3:30])[O:24][N:23]=1, predict the reaction product. The product is: [Cl:1][C:2]1[CH:3]=[CH:4][C:5]([C:8]2[CH:9]=[C:10]([NH:20][C:27]([C:26]3[C:22]([CH3:21])=[N:23][O:24][C:25]=3[CH3:30])=[O:28])[CH:11]=[N:12][C:13]=2[O:14][CH2:15][C:16]([F:17])([F:18])[F:19])=[CH:6][CH:7]=1. (2) Given the reactants [CH2:1]([O:3][C:4]([N:6]1[CH2:11][CH2:10][CH:9]([O:12]S(C)(=O)=O)[CH2:8][CH2:7]1)=[O:5])[CH3:2].[F:17][C:18]([F:28])([F:27])[O:19][C:20]1[CH:25]=[CH:24][CH:23]=[CH:22][C:21]=1O.C(=O)([O-])[O-].[K+].[K+], predict the reaction product. The product is: [CH2:1]([O:3][C:4]([N:6]1[CH2:11][CH2:10][CH:9]([O:12][C:23]2[CH:22]=[CH:21][C:20]([O:19][C:18]([F:17])([F:27])[F:28])=[CH:25][CH:24]=2)[CH2:8][CH2:7]1)=[O:5])[CH3:2]. (3) Given the reactants [CH3:1][O:2][C:3]1[CH:4]=[C:5]2[C:9](=[CH:10][CH:11]=1)[N:8]([CH3:12])[CH:7]=[C:6]2[C:13]1[NH:21][C:16]2=[N:17][CH:18]=[CH:19][N:20]=[C:15]2[CH:14]=1.C([Li])CCC.C1(C)C=CC(S([Cl:36])(=O)=O)=CC=1, predict the reaction product. The product is: [Cl:36][C:7]1[N:8]([CH3:12])[C:9]2[C:5]([C:6]=1[C:13]1[NH:21][C:16]3=[N:17][CH:18]=[CH:19][N:20]=[C:15]3[CH:14]=1)=[CH:4][C:3]([O:2][CH3:1])=[CH:11][CH:10]=2. (4) Given the reactants [NH:1]1[C:9]2[C:4](=[CH:5][CH:6]=[CH:7][CH:8]=2)[C:3]([CH2:10][CH2:11][CH2:12][CH2:13][CH2:14][CH2:15][NH:16][C:17]([NH:19][CH2:20][C:21]2[CH:22]=[N:23][CH:24]=[CH:25][CH:26]=2)=[O:18])=[CH:2]1.[H-].[Na+].Cl[C:30]1[N:35]=[C:34]([Cl:36])[CH:33]=[CH:32][N:31]=1, predict the reaction product. The product is: [Cl:36][C:34]1[CH:33]=[CH:32][N:31]=[C:30]([N:1]2[C:9]3[C:4](=[CH:5][CH:6]=[CH:7][CH:8]=3)[C:3]([CH2:10][CH2:11][CH2:12][CH2:13][CH2:14][CH2:15][NH:16][C:17]([NH:19][CH2:20][C:21]3[CH:22]=[N:23][CH:24]=[CH:25][CH:26]=3)=[O:18])=[CH:2]2)[N:35]=1. (5) Given the reactants [Br:1][C:2]1[CH:3]=[C:4]([N+:17]([O-])=O)[C:5]([C:8]2[C:13]([F:14])=[CH:12][N:11]=[C:10]([O:15][CH3:16])[CH:9]=2)=[N:6][CH:7]=1.O.O.[Sn](Cl)Cl, predict the reaction product. The product is: [Br:1][C:2]1[CH:3]=[C:4]([NH2:17])[C:5]([C:8]2[C:13]([F:14])=[CH:12][N:11]=[C:10]([O:15][CH3:16])[CH:9]=2)=[N:6][CH:7]=1. (6) Given the reactants [CH3:1][O:2][CH2:3][O:4][C@@H:5]1[CH2:22][CH2:21][C@@:20]2([CH3:23])[C@@H:7]([CH2:8][CH2:9][C@@H:10]3[C@@H:19]2[C:18](=[O:24])[CH2:17][C@@:15]2([CH3:16])[C@H:11]3[CH2:12][CH2:13][C:14]2=[CH2:25])[CH2:6]1.[H-].[H-].[H-].[H-].[Li+].[Al+3].O.[OH-].[Na+], predict the reaction product. The product is: [CH3:1][O:2][CH2:3][O:4][C@@H:5]1[CH2:22][CH2:21][C@@:20]2([CH3:23])[C@@H:7]([CH2:8][CH2:9][C@@H:10]3[C@@H:19]2[C@@H:18]([OH:24])[CH2:17][C@@:15]2([CH3:16])[C@H:11]3[CH2:12][CH2:13][C:14]2=[CH2:25])[CH2:6]1.